Binary Classification. Given a drug SMILES string, predict its activity (active/inactive) in a high-throughput screening assay against a specified biological target. From a dataset of HIV replication inhibition screening data with 41,000+ compounds from the AIDS Antiviral Screen. (1) The molecule is COC(=O)C(N)CSc1ccc([N+](=O)[O-])cc1[N+](=O)[O-].Cl. The result is 0 (inactive). (2) The compound is O=C(O)C1C(C(=O)O)C2C=CC1C21CCCC1. The result is 0 (inactive). (3) The molecule is C1C[N+]23CCC[N+]2(C1)CCC3.F[B-](F)(F)F. The result is 0 (inactive). (4) The molecule is NCCOB(c1ccccc1)c1ccccc1. The result is 0 (inactive). (5) The drug is O=C1C2CC(O)CN2C(=O)c2ccccc2N1CCCO. The result is 0 (inactive).